This data is from Full USPTO retrosynthesis dataset with 1.9M reactions from patents (1976-2016). The task is: Predict the reactants needed to synthesize the given product. (1) Given the product [N+:1]([C:4]1[CH:5]=[C:6]2[C:11](=[CH:12][CH:13]=1)[N:10]([C:15]1[CH:20]=[CH:19][CH:18]=[CH:17][CH:16]=1)[CH2:9][CH2:8][CH2:7]2)([O-:3])=[O:2], predict the reactants needed to synthesize it. The reactants are: [N+:1]([C:4]1[CH:5]=[C:6]2[C:11](=[CH:12][CH:13]=1)[NH:10][CH2:9][CH2:8][CH2:7]2)([O-:3])=[O:2].Br[C:15]1[CH:20]=[CH:19][CH:18]=[CH:17][CH:16]=1.C(=O)([O-])[O-].[Cs+].[Cs+]. (2) The reactants are: [NH:1]1[C:10]2[CH2:9][CH2:8][CH2:7][CH2:6][C:5]=2[C:4](=[O:11])[NH:3][C:2]1=[O:12].[CH3:13][Si:14]([CH3:21])([CH3:20])N[Si:14]([CH3:21])([CH3:20])[CH3:13].S(=O)(=O)(O)O. Given the product [CH3:13][Si:14]([CH3:21])([CH3:20])[O:12][C:2]1[N:3]=[C:4]([O:11][Si:14]([CH3:21])([CH3:20])[CH3:13])[C:5]2[CH2:6][CH2:7][CH2:8][CH2:9][C:10]=2[N:1]=1, predict the reactants needed to synthesize it. (3) The reactants are: [CH3:1][C:2]1[CH:7]=[CH:6][C:5]([C:8]2[CH:13]=[C:12]([CH3:14])[CH:11]=[CH:10][C:9]=2[C:15]([NH:17][C:18]2[CH:40]=[CH:39][C:21]([O:22][CH2:23][CH2:24][C:25]3[N:30]=[C:29]([NH:31]C(=O)OC(C)(C)C)[CH:28]=[CH:27][CH:26]=3)=[CH:20][CH:19]=2)=[O:16])=[CH:4][CH:3]=1.FC(F)(F)C(O)=O. Given the product [NH2:31][C:29]1[N:30]=[C:25]([CH2:24][CH2:23][O:22][C:21]2[CH:20]=[CH:19][C:18]([NH:17][C:15]([C:9]3[C:8]([C:5]4[CH:6]=[CH:7][C:2]([CH3:1])=[CH:3][CH:4]=4)=[CH:13][C:12]([CH3:14])=[CH:11][CH:10]=3)=[O:16])=[CH:40][CH:39]=2)[CH:26]=[CH:27][CH:28]=1, predict the reactants needed to synthesize it.